Dataset: Catalyst prediction with 721,799 reactions and 888 catalyst types from USPTO. Task: Predict which catalyst facilitates the given reaction. Reactant: N1C=CC=CC=1.[Cl:7][C:8]1[CH:22]=[CH:21][C:11]([CH2:12][NH:13][C:14]2[CH:15]=[C:16]([OH:20])[CH:17]=[CH:18][CH:19]=2)=[CH:10][CH:9]=1.[CH3:23][N:24]1[CH:28]=[CH:27][C:26]([S:29](Cl)(=[O:31])=[O:30])=[N:25]1.[OH-].[Li+]. Product: [Cl:7][C:8]1[CH:22]=[CH:21][C:11]([CH2:12][N:13]([C:14]2[CH:19]=[CH:18][CH:17]=[C:16]([OH:20])[CH:15]=2)[S:29]([C:26]2[CH:27]=[CH:28][N:24]([CH3:23])[N:25]=2)(=[O:31])=[O:30])=[CH:10][CH:9]=1. The catalyst class is: 4.